From a dataset of Catalyst prediction with 721,799 reactions and 888 catalyst types from USPTO. Predict which catalyst facilitates the given reaction. Reactant: [CH:1]1([NH:7][C:8]([C:10]2[N:11]=[C:12]([C:24]3[CH:29]=[CH:28][C:27]([Cl:30])=[CH:26][C:25]=3[Cl:31])[N:13]([C:17]3[CH:22]=[CH:21][C:20]([OH:23])=[CH:19][CH:18]=3)[C:14]=2[CH2:15][OH:16])=[O:9])[CH2:6][CH2:5][CH2:4][CH2:3][CH2:2]1.C(N(CC)CC)C.[F:39][C:40]([F:48])([F:47])[CH2:41][CH2:42][S:43](Cl)(=[O:45])=[O:44]. Product: [CH:1]1([NH:7][C:8]([C:10]2[N:11]=[C:12]([C:24]3[CH:29]=[CH:28][C:27]([Cl:30])=[CH:26][C:25]=3[Cl:31])[N:13]([C:17]3[CH:18]=[CH:19][C:20]([O:23][S:43]([CH2:42][CH2:41][C:40]([F:48])([F:47])[F:39])(=[O:45])=[O:44])=[CH:21][CH:22]=3)[C:14]=2[CH2:15][OH:16])=[O:9])[CH2:6][CH2:5][CH2:4][CH2:3][CH2:2]1. The catalyst class is: 4.